Dataset: Forward reaction prediction with 1.9M reactions from USPTO patents (1976-2016). Task: Predict the product of the given reaction. Given the reactants [Br:1][C:2]1[CH:3]=[CH:4][C:5]([N+]([O-])=O)=[N:6][CH:7]=1.[N:11]1[CH:16]=[CH:15][CH:14]=[CH:13][C:12]=1[NH2:17].[C:18](=[O:21])([O-])[O-].[Cs+].[Cs+].CC1(C)C2C(=C(P(C3C=CC=CC=3)C3C=CC=CC=3)C=CC=2)OC2C(P(C3C=CC=CC=3)C3C=CC=CC=3)=CC=CC1=2, predict the reaction product. The product is: [Br:1][C:2]1[CH:3]=[C:4]([NH:17][C:12]2[CH:13]=[CH:14][CH:15]=[CH:16][N:11]=2)[C:18](=[O:21])[N:6]([CH3:5])[CH:7]=1.